The task is: Regression. Given two drug SMILES strings and cell line genomic features, predict the synergy score measuring deviation from expected non-interaction effect.. This data is from NCI-60 drug combinations with 297,098 pairs across 59 cell lines. (1) Drug 1: C1CCN(CC1)CCOC2=CC=C(C=C2)C(=O)C3=C(SC4=C3C=CC(=C4)O)C5=CC=C(C=C5)O. Drug 2: CC12CCC3C(C1CCC2OP(=O)(O)O)CCC4=C3C=CC(=C4)OC(=O)N(CCCl)CCCl.[Na+]. Cell line: SK-OV-3. Synergy scores: CSS=-1.10, Synergy_ZIP=2.17, Synergy_Bliss=0.429, Synergy_Loewe=-4.11, Synergy_HSA=-4.49. (2) Drug 1: CC1C(C(CC(O1)OC2CC(CC3=C2C(=C4C(=C3O)C(=O)C5=C(C4=O)C(=CC=C5)OC)O)(C(=O)CO)O)N)O.Cl. Drug 2: C1=NC2=C(N1)C(=S)N=C(N2)N. Cell line: NCI-H322M. Synergy scores: CSS=42.6, Synergy_ZIP=-0.119, Synergy_Bliss=-0.220, Synergy_Loewe=-5.31, Synergy_HSA=0.473. (3) Drug 1: CCC1=CC2CC(C3=C(CN(C2)C1)C4=CC=CC=C4N3)(C5=C(C=C6C(=C5)C78CCN9C7C(C=CC9)(C(C(C8N6C)(C(=O)OC)O)OC(=O)C)CC)OC)C(=O)OC.C(C(C(=O)O)O)(C(=O)O)O. Drug 2: CC1C(C(CC(O1)OC2CC(CC3=C2C(=C4C(=C3O)C(=O)C5=C(C4=O)C(=CC=C5)OC)O)(C(=O)CO)O)N)O.Cl. Cell line: NCI/ADR-RES. Synergy scores: CSS=10.6, Synergy_ZIP=-4.95, Synergy_Bliss=-5.10, Synergy_Loewe=-3.50, Synergy_HSA=-3.73. (4) Drug 1: CS(=O)(=O)C1=CC(=C(C=C1)C(=O)NC2=CC(=C(C=C2)Cl)C3=CC=CC=N3)Cl. Drug 2: C#CCC(CC1=CN=C2C(=N1)C(=NC(=N2)N)N)C3=CC=C(C=C3)C(=O)NC(CCC(=O)O)C(=O)O. Cell line: M14. Synergy scores: CSS=1.63, Synergy_ZIP=-0.875, Synergy_Bliss=0.0920, Synergy_Loewe=-9.31, Synergy_HSA=-3.38.